Dataset: Peptide-MHC class I binding affinity with 185,985 pairs from IEDB/IMGT. Task: Regression. Given a peptide amino acid sequence and an MHC pseudo amino acid sequence, predict their binding affinity value. This is MHC class I binding data. (1) The peptide sequence is YADSVKGRFT. The MHC is HLA-A02:01 with pseudo-sequence HLA-A02:01. The binding affinity (normalized) is 0. (2) The peptide sequence is KFHQIEKEF. The MHC is HLA-A26:01 with pseudo-sequence HLA-A26:01. The binding affinity (normalized) is 0. (3) The peptide sequence is IAGAHWGVL. The MHC is Patr-B0101 with pseudo-sequence Patr-B0101. The binding affinity (normalized) is 0.299. (4) The peptide sequence is WEMRAGREI. The MHC is HLA-B83:01 with pseudo-sequence HLA-B83:01. The binding affinity (normalized) is 0.213.